The task is: Predict the product of the given reaction.. This data is from Forward reaction prediction with 1.9M reactions from USPTO patents (1976-2016). (1) Given the reactants F[C:2](F)(F)[C:3]([O:5][C:6](=O)[C:7](F)(F)F)=[O:4].[Br:14][C:15]1[CH:16]=[C:17]2[C:21](=[CH:22][CH:23]=1)[NH:20][CH:19]=C2.Cl.[OH-].[Na+], predict the reaction product. The product is: [CH2:6]([O:5][C:3]([C:2]1[C:17]2[C:21](=[CH:22][CH:23]=[C:15]([Br:14])[CH:16]=2)[NH:20][CH:19]=1)=[O:4])[CH3:7]. (2) Given the reactants [OH:1][CH:2]1[CH2:7][CH2:6][N:5]([C:8]([O:10][C:11]([CH3:14])([CH3:13])[CH3:12])=[O:9])[CH2:4][CH2:3]1.Cl[CH2:16][C:17]([N:19]1[CH2:23][CH2:22][CH2:21][CH2:20]1)=[O:18].C1(C)C=CC=CC=1.[OH-].[Na+], predict the reaction product. The product is: [O:18]=[C:17]([N:19]1[CH2:23][CH2:22][CH2:21][CH2:20]1)[CH2:16][O:1][CH:2]1[CH2:3][CH2:4][N:5]([C:8]([O:10][C:11]([CH3:14])([CH3:13])[CH3:12])=[O:9])[CH2:6][CH2:7]1. (3) Given the reactants Cl.[NH2:2][CH:3]([C:8](=[O:10])[CH3:9])[C:4]([O:6][CH3:7])=[O:5].[C:11](Cl)(=[O:16])[C:12]([CH3:15])([CH3:14])[CH3:13].C(N(CC)CC)C, predict the reaction product. The product is: [O:10]=[C:8]([CH3:9])[CH:3]([NH:2][C:11](=[O:16])[C:12]([CH3:15])([CH3:14])[CH3:13])[C:4]([O:6][CH3:7])=[O:5]. (4) Given the reactants [OH:1][CH2:2][C:3]1[N:4]([CH:19]([CH3:21])[CH3:20])[C:5](=[O:18])[N:6]([C:8]2[CH:13]=[CH:12][C:11]([C:14]([F:17])([F:16])[F:15])=[CH:10][CH:9]=2)[N:7]=1.[Cr](Cl)([O-])(=O)=O.[NH+]1C=CC=CC=1, predict the reaction product. The product is: [CH:19]([N:4]1[C:5](=[O:18])[N:6]([C:8]2[CH:9]=[CH:10][C:11]([C:14]([F:15])([F:16])[F:17])=[CH:12][CH:13]=2)[N:7]=[C:3]1[CH:2]=[O:1])([CH3:21])[CH3:20]. (5) Given the reactants Cl.[C:2]([OH:10])(=O)[C:3]1[CH:8]=[CH:7][N:6]=[CH:5][CH:4]=1.C(Cl)CCl.C1C=CC2N(O)N=NC=2C=1.CCN(CC)CC.[NH2:32][C:33]1[S:34][CH:35]=[C:36]([C:38]2[C:43]([CH3:44])=[CH:42][C:41]([OH:45])=[CH:40][C:39]=2[CH3:46])[N:37]=1, predict the reaction product. The product is: [OH:45][C:41]1[CH:40]=[C:39]([CH3:46])[C:38]([C:36]2[N:37]=[C:33]([NH:32][C:2](=[O:10])[C:3]3[CH:4]=[CH:5][N:6]=[CH:7][CH:8]=3)[S:34][CH:35]=2)=[C:43]([CH3:44])[CH:42]=1.